This data is from NCI-60 drug combinations with 297,098 pairs across 59 cell lines. The task is: Regression. Given two drug SMILES strings and cell line genomic features, predict the synergy score measuring deviation from expected non-interaction effect. Drug 1: C1C(C(OC1N2C=C(C(=O)NC2=O)F)CO)O. Drug 2: C1CNP(=O)(OC1)N(CCCl)CCCl. Cell line: IGROV1. Synergy scores: CSS=4.08, Synergy_ZIP=-2.29, Synergy_Bliss=-0.613, Synergy_Loewe=-6.88, Synergy_HSA=-0.874.